Predict the product of the given reaction. From a dataset of Forward reaction prediction with 1.9M reactions from USPTO patents (1976-2016). Given the reactants [Cl:1][C:2]1[CH:7]=[CH:6][C:5]([C:8]2[N:12]([CH:13]([CH:18]3[CH2:23][CH2:22][CH2:21][CH2:20][CH2:19]3)[C:14]([CH3:17])([OH:16])[CH3:15])[C:11]3[CH:24]=[C:25]([F:29])[C:26]([F:28])=[CH:27][C:10]=3[N:9]=2)=[CH:4][CH:3]=1.F[C:31]1[CH:38]=[CH:37][C:34]([C:35]#[N:36])=[CH:33][CH:32]=1.C[Si]([N-][Si](C)(C)C)(C)C.[K+], predict the reaction product. The product is: [Cl:1][C:2]1[CH:7]=[CH:6][C:5]([C:8]2[N:12]([CH:13]([CH:18]3[CH2:23][CH2:22][CH2:21][CH2:20][CH2:19]3)[C:14]([CH3:15])([CH3:17])[O:16][C:31]3[CH:38]=[CH:37][C:34]([C:35]#[N:36])=[CH:33][CH:32]=3)[C:11]3[CH:24]=[C:25]([F:29])[C:26]([F:28])=[CH:27][C:10]=3[N:9]=2)=[CH:4][CH:3]=1.